This data is from Peptide-MHC class I binding affinity with 185,985 pairs from IEDB/IMGT. The task is: Regression. Given a peptide amino acid sequence and an MHC pseudo amino acid sequence, predict their binding affinity value. This is MHC class I binding data. (1) The peptide sequence is KAFNHASVK. The MHC is Patr-A0101 with pseudo-sequence Patr-A0101. The binding affinity (normalized) is 0.441. (2) The peptide sequence is EIPGSPGSY. The MHC is HLA-B08:01 with pseudo-sequence HLA-B08:01. The binding affinity (normalized) is 0.0847. (3) The MHC is HLA-A02:11 with pseudo-sequence HLA-A02:11. The peptide sequence is IRKVEWPDL. The binding affinity (normalized) is 0.0969.